Predict which catalyst facilitates the given reaction. From a dataset of Catalyst prediction with 721,799 reactions and 888 catalyst types from USPTO. (1) Reactant: [BH4-].[Na+].[CH3:3][O:4][C:5]1[CH:19]=[CH:18][C:8]([O:9][C:10]2[CH:11]=[C:12]([CH:15]=[CH:16][CH:17]=2)[CH:13]=[O:14])=[CH:7][CH:6]=1. Product: [CH3:3][O:4][C:5]1[CH:19]=[CH:18][C:8]([O:9][C:10]2[CH:11]=[C:12]([CH:15]=[CH:16][CH:17]=2)[CH2:13][OH:14])=[CH:7][CH:6]=1. The catalyst class is: 8. (2) Reactant: [CH3:1][C@@H:2]1[C:10]2[C:9]([N:11]3[CH2:16][CH2:15][N:14](C(OC(C)(C)C)=O)[CH2:13][CH2:12]3)=[N:8][CH:7]=[N:6][C:5]=2[CH2:4][S:3]1.[ClH:24]. Product: [CH3:1][C@@H:2]1[C:10]2[C:9]([N:11]3[CH2:16][CH2:15][NH:14][CH2:13][CH2:12]3)=[N:8][CH:7]=[N:6][C:5]=2[CH2:4][S:3]1.[ClH:24]. The catalyst class is: 2. (3) Reactant: [P+3]=[S:2].[CH:3]([NH2:5])=O.Br[CH:7]1[C:13](=O)[C:12]2[CH:15]=[CH:16][CH:17]=[CH:18][C:11]=2[O:10][C:9]2[CH:19]=[CH:20][CH:21]=[CH:22][C:8]1=2.[OH-].[Na+]. Product: [S:2]1[C:13]2[C:12]3[CH:15]=[CH:16][CH:17]=[CH:18][C:11]=3[O:10][C:9]3[CH:19]=[CH:20][CH:21]=[CH:22][C:8]=3[C:7]=2[N:5]=[CH:3]1. The catalyst class is: 11. (4) The catalyst class is: 34. Reactant: O[CH2:2][CH:3]([C:7]1[S:8][C:9]([C:12]2[C:13]3[CH:20]=[CH:19][N:18](COCC[Si](C)(C)C)[C:14]=3[N:15]=[CH:16][N:17]=2)=[CH:10][N:11]=1)[CH2:4][C:5]#[N:6].CS(Cl)(=O)=O.[C-:34]#[N:35].[Na+]. Product: [N:15]1[C:14]2[NH:18][CH:19]=[CH:20][C:13]=2[C:12]([C:9]2[S:8][C:7]([CH:3]([CH2:2][C:34]#[N:35])[CH2:4][C:5]#[N:6])=[N:11][CH:10]=2)=[N:17][CH:16]=1. (5) Reactant: [NH2:1][C:2]1[N:7]=[C:6]([C:8]2[CH:15]=[C:14](F)[C:11]([C:12]#[N:13])=[C:10]([NH:17][CH2:18][CH2:19][CH2:20][C:21]3[C:22]([CH3:27])=[N:23][NH:24][C:25]=3[CH3:26])[CH:9]=2)[CH:5]=[CH:4][N:3]=1.O.[NH2:29][NH2:30]. Product: [NH2:1][C:2]1[N:7]=[C:6]([C:8]2[CH:9]=[C:10]([NH:17][CH2:18][CH2:19][CH2:20][C:21]3[C:25]([CH3:26])=[N:24][NH:23][C:22]=3[CH3:27])[C:11]3[C:12]([NH2:13])=[N:29][NH:30][C:14]=3[CH:15]=2)[CH:5]=[CH:4][N:3]=1. The catalyst class is: 14.